The task is: Predict the reactants needed to synthesize the given product.. This data is from Full USPTO retrosynthesis dataset with 1.9M reactions from patents (1976-2016). The reactants are: O1CCOCC1.Cl[C:8]1[N:17]=[CH:16][C:15]2[C:10](=[C:11]([CH3:18])[CH:12]=[CH:13][CH:14]=2)[N:9]=1.[NH2:19][C:20]1[CH:28]=[C:27]2[C:23]([C:24]([CH2:29][OH:30])=[N:25][NH:26]2)=[CH:22][CH:21]=1.Cl. Given the product [CH3:18][C:11]1[CH:12]=[CH:13][CH:14]=[C:15]2[C:10]=1[N:9]=[C:8]([NH:19][C:20]1[CH:28]=[C:27]3[C:23]([C:24]([CH2:29][OH:30])=[N:25][NH:26]3)=[CH:22][CH:21]=1)[N:17]=[CH:16]2, predict the reactants needed to synthesize it.